Dataset: NCI-60 drug combinations with 297,098 pairs across 59 cell lines. Task: Regression. Given two drug SMILES strings and cell line genomic features, predict the synergy score measuring deviation from expected non-interaction effect. Drug 1: CC1=C(C(CCC1)(C)C)C=CC(=CC=CC(=CC(=O)O)C)C. Drug 2: CCC1=C2CN3C(=CC4=C(C3=O)COC(=O)C4(CC)O)C2=NC5=C1C=C(C=C5)O. Cell line: IGROV1. Synergy scores: CSS=15.3, Synergy_ZIP=-3.33, Synergy_Bliss=1.09, Synergy_Loewe=-22.0, Synergy_HSA=0.626.